This data is from Catalyst prediction with 721,799 reactions and 888 catalyst types from USPTO. The task is: Predict which catalyst facilitates the given reaction. (1) Reactant: [Br:1][C:2]1[CH:7]=[CH:6][C:5]([C:8]2[N:9]=[C:10]([N:13]3[CH2:18][CH2:17][CH:16]([NH:19]C(=O)OC(C)(C)C)[CH2:15][CH2:14]3)[S:11][CH:12]=2)=[CH:4][CH:3]=1.C(O)(C(F)(F)F)=O. Product: [Br:1][C:2]1[CH:7]=[CH:6][C:5]([C:8]2[N:9]=[C:10]([N:13]3[CH2:18][CH2:17][CH:16]([NH2:19])[CH2:15][CH2:14]3)[S:11][CH:12]=2)=[CH:4][CH:3]=1. The catalyst class is: 2. (2) Reactant: [CH3:1][O:2][C:3]([C:5]1[C:15]2[O:14][CH2:13][CH2:12][CH2:11][N:10]([CH:16]=[O:17])[C:9]=2[CH:8]=[CH:7][CH:6]=1)=[O:4].[N+:18]([O-])([OH:20])=[O:19]. Product: [CH3:1][O:2][C:3]([C:5]1[C:15]2[O:14][CH2:13][CH2:12][CH2:11][N:10]([CH:16]=[O:17])[C:9]=2[CH:8]=[C:7]([N+:18]([O-:20])=[O:19])[CH:6]=1)=[O:4]. The catalyst class is: 65. (3) Reactant: [Cl:1][C:2]1[C:7]([C:8]2[C:13]([Cl:14])=[CH:12][N:11]=[CH:10][N:9]=2)=[C:6](Cl)[N:5]2[N:16]=[CH:17][C:18]([CH:19]=[O:20])=[C:4]2[N:3]=1.[CH3:21][CH:22]1[CH2:27][CH2:26][NH:25][CH2:24][CH2:23]1.C(=O)([O-])[O-].[K+].[K+].O. Product: [Cl:1][C:2]1[C:7]([C:8]2[C:13]([Cl:14])=[CH:12][N:11]=[CH:10][N:9]=2)=[C:6]([N:25]2[CH2:26][CH2:27][CH:22]([CH3:21])[CH2:23][CH2:24]2)[N:5]2[N:16]=[CH:17][C:18]([CH:19]=[O:20])=[C:4]2[N:3]=1. The catalyst class is: 10. (4) Reactant: [CH2:1]([O:3][C:4]([C:6]1[NH:7][C:8]2[C:13]([CH:14]=1)=[CH:12][C:11]([O:15][Si:16]([C:19]([CH3:22])([CH3:21])[CH3:20])([CH3:18])[CH3:17])=[CH:10][CH:9]=2)=[O:5])[CH3:2].CC(C)([O-])C.[K+].[C:29]([O:33][C:34]([N:36]1[CH2:40][CH2:39]OS1(=O)=O)=[O:35])([CH3:32])([CH3:31])[CH3:30]. Product: [CH2:1]([O:3][C:4]([C:6]1[N:7]([CH2:39][CH2:40][NH:36][C:34]([O:33][C:29]([CH3:32])([CH3:31])[CH3:30])=[O:35])[C:8]2[C:13]([CH:14]=1)=[CH:12][C:11]([O:15][Si:16]([C:19]([CH3:21])([CH3:20])[CH3:22])([CH3:18])[CH3:17])=[CH:10][CH:9]=2)=[O:5])[CH3:2]. The catalyst class is: 9. (5) Reactant: Cl[C:2]1[N:7]=[C:6]([Cl:8])[N:5]=[C:4]([O:9][CH2:10][C:11]([F:14])([F:13])[F:12])[N:3]=1.[NH2:15][C:16]1[CH:28]=[CH:27][C:19]([C:20]([O:22][C:23]([CH3:26])([CH3:25])[CH3:24])=[O:21])=[CH:18][CH:17]=1.CCN(C(C)C)C(C)C. Product: [Cl:8][C:6]1[N:5]=[C:4]([O:9][CH2:10][C:11]([F:14])([F:13])[F:12])[N:3]=[C:2]([NH:15][C:16]2[CH:28]=[CH:27][C:19]([C:20]([O:22][C:23]([CH3:24])([CH3:25])[CH3:26])=[O:21])=[CH:18][CH:17]=2)[N:7]=1. The catalyst class is: 1. (6) Reactant: [CH3:1][N:2]1[C:6]([CH:7]=[O:8])=[C:5]([N:9]2[C:33](=[O:34])[C:12]3=[CH:13][N:14]([CH2:21][C:22]4[CH:27]=[CH:26][C:25]([N:28]5[CH:32]=[CH:31][CH:30]=[N:29]5)=[CH:24][CH:23]=4)[C:15]4[CH:16]=[CH:17][CH:18]=[CH:19][C:20]=4[C:11]3=[N:10]2)[N:4]=[CH:3]1.C([BH3-])#N.[Na+]. Product: [OH:8][CH2:7][C:6]1[N:2]([CH3:1])[CH:3]=[N:4][C:5]=1[N:9]1[C:33](=[O:34])[C:12]2=[CH:13][N:14]([CH2:21][C:22]3[CH:27]=[CH:26][C:25]([N:28]4[CH:32]=[CH:31][CH:30]=[N:29]4)=[CH:24][CH:23]=3)[C:15]3[CH:16]=[CH:17][CH:18]=[CH:19][C:20]=3[C:11]2=[N:10]1. The catalyst class is: 217. (7) Reactant: [Br:1][C:2]1[CH:11]=[C:10]2[C:5]([NH:6][C@@H:7]([CH3:22])[CH2:8][N:9]2[S:12]([C:15]2[CH:21]=[CH:20][C:18]([CH3:19])=[CH:17][CH:16]=2)(=[O:14])=[O:13])=[CH:4][CH:3]=1.N1C=CC=CC=1.[F:29][C:30]([F:41])([F:40])[C:31](O[C:31](=[O:32])[C:30]([F:41])([F:40])[F:29])=[O:32]. Product: [Br:1][C:2]1[CH:11]=[C:10]2[C:5](=[CH:4][CH:3]=1)[N:6]([C:31](=[O:32])[C:30]([F:41])([F:40])[F:29])[C@@H:7]([CH3:22])[CH2:8][N:9]2[S:12]([C:15]1[CH:21]=[CH:20][C:18]([CH3:19])=[CH:17][CH:16]=1)(=[O:13])=[O:14]. The catalyst class is: 4.